From a dataset of Full USPTO retrosynthesis dataset with 1.9M reactions from patents (1976-2016). Predict the reactants needed to synthesize the given product. Given the product [ClH:13].[ClH:13].[NH2:9][C:5]1[C:4]([CH3:12])=[N:3][N:2]([CH3:1])[C:6]=1[NH:7][NH2:8], predict the reactants needed to synthesize it. The reactants are: [CH3:1][N:2]1[C:6]([NH:7][NH2:8])=[C:5]([N+:9]([O-])=O)[C:4]([CH3:12])=[N:3]1.[ClH:13].O.